The task is: Regression. Given a peptide amino acid sequence and an MHC pseudo amino acid sequence, predict their binding affinity value. This is MHC class II binding data.. This data is from Peptide-MHC class II binding affinity with 134,281 pairs from IEDB. (1) The peptide sequence is NLIDLEKLTAEHDCL. The MHC is DRB1_0101 with pseudo-sequence DRB1_0101. The binding affinity (normalized) is 0.311. (2) The peptide sequence is AARLFKAFILDGDKL. The MHC is HLA-DPA10301-DPB10402 with pseudo-sequence HLA-DPA10301-DPB10402. The binding affinity (normalized) is 0.168.